This data is from Reaction yield outcomes from USPTO patents with 853,638 reactions. The task is: Predict the reaction yield, written as a fraction of the theoretical maximum amount of product (1.0 means a 100% yield; for example, 0.34 means a 34% yield). (1) The reactants are [C:1]([N:4]1[CH2:9][CH2:8][CH:7]([N:10]2[C:23](=[O:24])[C@H:22]([NH:25]C(=O)OCC3C=CC=CC=3)[CH2:21][C:20]3[CH:19]=[CH:18][C:17]4[NH:16][N:15]=[CH:14][C:13]=4[C:12]=3[CH2:11]2)[CH2:6][CH2:5]1)(=[O:3])[CH3:2].C1(OC)C=CC=CC=1.[CH3:44][S:45]([OH:48])(=[O:47])=[O:46]. The catalyst is ClCCl.C(OCC)C. The product is [CH3:44][S:45]([OH:48])(=[O:47])=[O:46].[C:1]([N:4]1[CH2:9][CH2:8][CH:7]([N:10]2[C:23](=[O:24])[C@H:22]([NH2:25])[CH2:21][C:20]3[CH:19]=[CH:18][C:17]4[NH:16][N:15]=[CH:14][C:13]=4[C:12]=3[CH2:11]2)[CH2:6][CH2:5]1)(=[O:3])[CH3:2]. The yield is 1.00. (2) The reactants are [CH:1]([N:4]1[C:8]([C:9]2[CH:14]=[C:13]([N+:15]([O-:17])=[O:16])[CH:12]=[CH:11][C:10]=2[O:18][CH3:19])=[CH:7][CH:6]=[N:5]1)([CH3:3])[CH3:2].C1C(=O)N([Cl:27])C(=O)C1. The catalyst is CN(C=O)C. The product is [Cl:27][C:7]1[CH:6]=[N:5][N:4]([CH:1]([CH3:3])[CH3:2])[C:8]=1[C:9]1[CH:14]=[C:13]([N+:15]([O-:17])=[O:16])[CH:12]=[CH:11][C:10]=1[O:18][CH3:19]. The yield is 0.970. (3) The reactants are [Cl:1][C:2]1[C:3]([O:17][CH3:18])=[CH:4][CH:5]=[C:6]2[C:11]=1[N:10]=[C:9]([C:12]([O:14]C)=[O:13])[CH:8]=[C:7]2[OH:16].CO.C1COCC1.[Li+].[OH-]. The catalyst is O. The product is [Cl:1][C:2]1[C:3]([O:17][CH3:18])=[CH:4][CH:5]=[C:6]2[C:11]=1[N:10]=[C:9]([C:12]([OH:14])=[O:13])[CH:8]=[C:7]2[OH:16]. The yield is 0.996. (4) The reactants are [F:1][C:2]1[CH:10]=[CH:9][C:5]([C:6](Cl)=[O:7])=[CH:4][C:3]=1[C:11]([F:14])([F:13])[F:12].[CH3:15][C:16]1[NH:17][C:18]2[C:23]([CH:24]=1)=[CH:22][C:21]([NH2:25])=[CH:20][CH:19]=2.C(N(CC)CC)C. The yield is 1.00. The catalyst is ClCCl.C(OCC)(=O)C.O. The product is [F:1][C:2]1[CH:10]=[CH:9][C:5]([C:6]([NH:25][C:21]2[CH:22]=[C:23]3[C:18](=[CH:19][CH:20]=2)[NH:17][C:16]([CH3:15])=[CH:24]3)=[O:7])=[CH:4][C:3]=1[C:11]([F:14])([F:13])[F:12]. (5) The reactants are [C:1]([C:5]1[C:6]([N+:17]([O-])=O)=[C:7]([OH:16])[C:8]([OH:15])=[C:9]([C:11]([CH3:14])([CH3:13])[CH3:12])[CH:10]=1)([CH3:4])([CH3:3])[CH3:2]. The catalyst is CCO.[Pd]. The product is [C:1]([C:5]1[C:6]([NH2:17])=[C:7]([OH:16])[C:8]([OH:15])=[C:9]([C:11]([CH3:14])([CH3:13])[CH3:12])[CH:10]=1)([CH3:4])([CH3:2])[CH3:3]. The yield is 0.330. (6) The product is [O:17]=[C:16]1[C:15]2([CH2:22][CH2:21][NH:20][CH2:19][CH2:18]2)[N:14]([C:33]2[CH:34]=[CH:35][CH:36]=[CH:37][CH:38]=2)[CH2:13][N:12]1[CH2:11][C:10]1[CH:9]=[C:8]([CH:41]=[CH:40][CH:39]=1)[C:6]([O:5][C:1]([CH3:4])([CH3:2])[CH3:3])=[O:7]. The reactants are [C:1]([O:5][C:6]([C:8]1[CH:9]=[C:10]([CH:39]=[CH:40][CH:41]=1)[CH2:11][N:12]1[C:16](=[O:17])[C:15]2([CH2:22][CH2:21][N:20](C(OCC3C=CC=CC=3)=O)[CH2:19][CH2:18]2)[N:14]([C:33]2[CH:38]=[CH:37][CH:36]=[CH:35][CH:34]=2)[CH2:13]1)=[O:7])([CH3:4])([CH3:3])[CH3:2].[H][H]. The catalyst is C(OCC)(=O)C.C(O)C.[Pd]. The yield is 0.970. (7) The reactants are [Br:1][C:2]1[CH:10]=[CH:9][CH:8]=[C:7]2[C:3]=1[C:4]([C:21]1[C:22](O)=[CH:23][C:24]3[O:28][CH2:27][CH2:26][C:25]=3[CH:29]=1)([CH2:19][OH:20])[C:5](=[O:18])[N:6]2[CH2:11][C:12]1[CH:17]=[CH:16][CH:15]=[CH:14][N:13]=1.C1(P(C2C=CC=CC=2)C2C=CC=CC=2)C=CC=CC=1.N(C(OC(C)C)=O)=NC(OC(C)C)=O. The catalyst is O1CCOCC1. The product is [Br:1][C:2]1[CH:10]=[CH:9][CH:8]=[C:7]2[C:3]=1[C:4]1([CH2:19][O:20][C:22]3[CH:23]=[C:24]4[C:25](=[CH:29][C:21]1=3)[CH2:26][CH2:27][O:28]4)[C:5](=[O:18])[N:6]2[CH2:11][C:12]1[CH:17]=[CH:16][CH:15]=[CH:14][N:13]=1. The yield is 0.370.